From a dataset of NCI-60 drug combinations with 297,098 pairs across 59 cell lines. Regression. Given two drug SMILES strings and cell line genomic features, predict the synergy score measuring deviation from expected non-interaction effect. Drug 1: C1=CN(C(=O)N=C1N)C2C(C(C(O2)CO)O)O.Cl. Drug 2: CC1=C(C(=O)C2=C(C1=O)N3CC4C(C3(C2COC(=O)N)OC)N4)N. Cell line: HT29. Synergy scores: CSS=38.7, Synergy_ZIP=1.92, Synergy_Bliss=2.36, Synergy_Loewe=-2.39, Synergy_HSA=5.72.